The task is: Predict which catalyst facilitates the given reaction.. This data is from Catalyst prediction with 721,799 reactions and 888 catalyst types from USPTO. (1) Reactant: [CH3:1][O:2][C:3]1[CH:4]=[C:5]2[C:10](=[CH:11][CH:12]=1)[CH:9]=[C:8](B(O)O)[CH:7]=[CH:6]2.[CH2:16]([OH:20])[CH2:17][CH2:18]O.[C:21]([O:24][CH2:25][CH3:26])(=O)C.S([O-])([O-])(=O)=O.[Mg+2]. Product: [OH:20][C:16]1[CH:17]=[CH:18][C:12]([C:3]([C:4]2[CH:26]=[C:25]([O:24][CH3:21])[CH:7]=[CH:6][C:5]=2[C:8]2[CH:7]=[CH:6][C:5]3[C:10](=[CH:11][CH:12]=[C:3]([O:2][CH3:1])[CH:4]=3)[CH:9]=2)=[O:2])=[CH:11][CH:10]=1. The catalyst class is: 27. (2) Reactant: Br[CH2:2][C:3]([C:5]1[C:13]2[C:8](=[CH:9][CH:10]=[C:11]([Br:14])[CH:12]=2)[N:7]([CH:15]2[CH2:20][CH2:19][CH2:18][CH2:17][O:16]2)[N:6]=1)=O.Cl.[C:22]([C:25]1[CH:30]=[CH:29][N:28]=[CH:27][CH:26]=1)(=[NH:24])[NH2:23].C(=O)([O-])[O-].[Na+].[Na+]. Product: [Br:14][C:11]1[CH:12]=[C:13]2[C:8](=[CH:9][CH:10]=1)[N:7]([CH:15]1[CH2:20][CH2:19][CH2:18][CH2:17][O:16]1)[N:6]=[C:5]2[C:3]1[NH:24][C:22]([C:25]2[CH:30]=[CH:29][N:28]=[CH:27][CH:26]=2)=[N:23][CH:2]=1. The catalyst class is: 3. (3) Reactant: [CH2:1]([O:5][CH:6]([C:8]1[CH:17]=[CH:16][C:11]([C:12]([O:14]C)=[O:13])=[CH:10][CH:9]=1)[CH3:7])[CH:2]([CH3:4])[CH3:3].CO.O.[OH-].[Li+]. Product: [CH2:1]([O:5][CH:6]([C:8]1[CH:9]=[CH:10][C:11]([C:12]([OH:14])=[O:13])=[CH:16][CH:17]=1)[CH3:7])[CH:2]([CH3:4])[CH3:3]. The catalyst class is: 7. (4) Product: [CH3:1][O:2][C:3]1[CH:4]=[C:5]([C:12]2[NH:16][C:15]([CH3:17])=[N:14][N:13]=2)[CH:6]=[CH:7][C:8]=1[NH2:9]. The catalyst class is: 123. Reactant: [CH3:1][O:2][C:3]1[CH:4]=[C:5]([C:12]2[NH:16][C:15]([CH3:17])=[N:14][N:13]=2)[CH:6]=[CH:7][C:8]=1[N+:9]([O-])=O. (5) Reactant: [NH2:1][C:2]1[CH:7]=[CH:6][C:5]([C:8]#[CH:9])=[CH:4][CH:3]=1.CCN(CC)CC.[O:17](C(OC(C)(C)C)=O)[C:18]([O:20][C:21]([CH3:24])([CH3:23])[CH3:22])=O.Cl. Product: [C:18]([NH:1][C:2]1[CH:7]=[CH:6][C:5]([C:8]#[CH:9])=[CH:4][CH:3]=1)([O:20][C:21]([CH3:24])([CH3:23])[CH3:22])=[O:17]. The catalyst class is: 2.